This data is from Peptide-MHC class II binding affinity with 134,281 pairs from IEDB. The task is: Regression. Given a peptide amino acid sequence and an MHC pseudo amino acid sequence, predict their binding affinity value. This is MHC class II binding data. (1) The peptide sequence is NDKFTVFEGAFNKAI. The MHC is DRB1_1101 with pseudo-sequence DRB1_1101. The binding affinity (normalized) is 0.392. (2) The peptide sequence is KCVTVMAPDKPSLDI. The MHC is DRB5_0101 with pseudo-sequence DRB5_0101. The binding affinity (normalized) is 0.344. (3) The peptide sequence is CGMFTNRSGSQQ. The MHC is DRB1_1602 with pseudo-sequence DRB1_1602. The binding affinity (normalized) is 0.196. (4) The peptide sequence is EVYEARLTKFKYLAG. The MHC is DRB3_0101 with pseudo-sequence DRB3_0101. The binding affinity (normalized) is 0.532. (5) The peptide sequence is AFILDGDNHFPKV. The MHC is DRB3_0101 with pseudo-sequence DRB3_0101. The binding affinity (normalized) is 0.788.